This data is from Reaction yield outcomes from USPTO patents with 853,638 reactions. The task is: Predict the reaction yield, written as a fraction of the theoretical maximum amount of product (1.0 means a 100% yield; for example, 0.34 means a 34% yield). The reactants are COC1C=C(OC)C=CC=1C[N:6]([C:36]1[CH:41]=[CH:40][N:39]=[CH:38][N:37]=1)[S:7]([C:10]1[CH:15]=[C:14]([F:16])[C:13]([O:17][C@H:18]2[CH2:23][CH2:22][CH2:21][CH2:20][C@@H:19]2[C:24]2[N:28](C3CCCCO3)[N:27]=[CH:26][CH:25]=2)=[CH:12][C:11]=1[F:35])(=[O:9])=[O:8].C([SiH](CC)CC)C.CO. The catalyst is ClCCl.FC(F)(F)C(O)=O. The product is [F:35][C:11]1[CH:12]=[C:13]([O:17][C@H:18]2[CH2:23][CH2:22][CH2:21][CH2:20][C@@H:19]2[C:24]2[NH:28][N:27]=[CH:26][CH:25]=2)[C:14]([F:16])=[CH:15][C:10]=1[S:7]([NH:6][C:36]1[CH:41]=[CH:40][N:39]=[CH:38][N:37]=1)(=[O:8])=[O:9]. The yield is 0.610.